Dataset: Full USPTO retrosynthesis dataset with 1.9M reactions from patents (1976-2016). Task: Predict the reactants needed to synthesize the given product. (1) Given the product [Cl:35][C:23]1[CH:22]=[C:21]([NH:20][C:11]2[C:10]3[C:15](=[CH:16][C:17]([O:18][CH3:19])=[C:8]([NH:7][C:5](=[O:6])/[CH:4]=[CH:3]/[CH2:2][N:52]4[CH2:51][C@H:50]5[O:45][CH2:46][CH2:47][O:48][C@H:49]5[CH2:53]4)[CH:9]=3)[N:14]=[CH:13][N:12]=2)[CH:26]=[CH:25][C:24]=1[O:27][CH2:28][C:29]1[CH:34]=[CH:33][CH:32]=[CH:31][N:30]=1, predict the reactants needed to synthesize it. The reactants are: Br[CH2:2]/[CH:3]=[CH:4]/[C:5]([NH:7][C:8]1[CH:9]=[C:10]2[C:15](=[CH:16][C:17]=1[O:18][CH3:19])[N:14]=[CH:13][N:12]=[C:11]2[NH:20][C:21]1[CH:26]=[CH:25][C:24]([O:27][CH2:28][C:29]2[CH:34]=[CH:33][CH:32]=[CH:31][N:30]=2)=[C:23]([Cl:35])[CH:22]=1)=[O:6].CCN(C(C)C)C(C)C.[O:45]1[C@H:50]2[CH2:51][NH:52][CH2:53][C@H:49]2[O:48][CH2:47][CH2:46]1.O. (2) Given the product [CH3:14][O:15][C:16]1[CH:25]=[CH:24][C:19]([O:20][CH2:21][CH2:22][NH:23][C:11]([C:9]2[NH:8][C:5]3=[CH:6][N:7]=[C:2]([Cl:1])[CH:3]=[C:4]3[CH:10]=2)=[O:13])=[CH:18][CH:17]=1, predict the reactants needed to synthesize it. The reactants are: [Cl:1][C:2]1[CH:3]=[C:4]2[CH:10]=[C:9]([C:11]([OH:13])=O)[NH:8][C:5]2=[CH:6][N:7]=1.[CH3:14][O:15][C:16]1[CH:25]=[CH:24][C:19]([O:20][CH2:21][CH2:22][NH2:23])=[CH:18][CH:17]=1. (3) Given the product [CH3:28][N:29]1[CH2:34][CH2:33][N:32]([C:2]2[N:7]3[CH:8]=[C:9]([CH2:11][N:12]([CH2:23][C:24]([F:27])([F:25])[F:26])[CH:13]4[C:22]5[N:21]=[CH:20][CH:19]=[CH:18][C:17]=5[CH2:16][CH2:15][CH2:14]4)[N:10]=[C:6]3[CH:5]=[CH:4][CH:3]=2)[CH2:31][CH2:30]1, predict the reactants needed to synthesize it. The reactants are: F[C:2]1[N:7]2[CH:8]=[C:9]([CH2:11][N:12]([CH2:23][C:24]([F:27])([F:26])[F:25])[CH:13]3[C:22]4[N:21]=[CH:20][CH:19]=[CH:18][C:17]=4[CH2:16][CH2:15][CH2:14]3)[N:10]=[C:6]2[CH:5]=[CH:4][CH:3]=1.[CH3:28][N:29]1[CH2:34][CH2:33][NH:32][CH2:31][CH2:30]1. (4) The reactants are: C(O[C:6]([N:8]1[CH2:12][C:11](=[N:13][O:14][CH3:15])[CH2:10][C@H:9]1[C:16]([OH:18])=O)=[O:7])(C)(C)C.[C:19]1([C:28]2[CH:33]=[CH:32][CH:31]=[CH:30][CH:29]=2)[C:20](C(Cl)=O)=[CH:21][CH:22]=[CH:23][CH:24]=1.[CH2:34]([C:36]1[S:40][C:39]([NH2:41])=[N:38][N:37]=1)[CH3:35]. Given the product [C:28]1([C:19]2[CH:24]=[CH:23][CH:22]=[CH:21][CH:20]=2)[CH:29]=[CH:30][C:31]([C:6]([N:8]2[CH2:12][C:11](=[N:13][O:14][CH3:15])[CH2:10][C@H:9]2[C:16]([NH:41][C:39]2[S:40][C:36]([CH2:34][CH3:35])=[N:37][N:38]=2)=[O:18])=[O:7])=[CH:32][CH:33]=1, predict the reactants needed to synthesize it. (5) The reactants are: [NH2:1][C:2]1[CH:23]=[CH:22][C:5]([O:6][C:7]2[CH:8]=[CH:9][C:10]3[N:11]([CH:13]=[C:14]([NH:16][C:17]([CH:19]4[CH2:21][CH2:20]4)=[O:18])[N:15]=3)[CH:12]=2)=[C:4]([F:24])[CH:3]=1.[F:25][C:26]1[CH:31]=[CH:30][C:29]([N:32]2[C:37]([C:38]([F:41])([F:40])[F:39])=[CH:36][CH:35]=[C:34]([C:42](O)=[O:43])[C:33]2=[O:45])=[CH:28][CH:27]=1.C(N(CC)C(C)C)(C)C.CN(C(ON1N=NC2C=CC=NC1=2)=[N+](C)C)C.F[P-](F)(F)(F)(F)F.C(=O)([O-])O.[Na+]. Given the product [CH:19]1([C:17]([NH:16][C:14]2[N:15]=[C:10]3[CH:9]=[CH:8][C:7]([O:6][C:5]4[CH:22]=[CH:23][C:2]([NH:1][C:42]([C:34]5[C:33](=[O:45])[N:32]([C:29]6[CH:28]=[CH:27][C:26]([F:25])=[CH:31][CH:30]=6)[C:37]([C:38]([F:41])([F:39])[F:40])=[CH:36][CH:35]=5)=[O:43])=[CH:3][C:4]=4[F:24])=[CH:12][N:11]3[CH:13]=2)=[O:18])[CH2:21][CH2:20]1, predict the reactants needed to synthesize it. (6) Given the product [C:12]([O:11][C:9]([N:34]([CH3:35])[C@H:33]1[CH2:32][N:31]([C:36]([O:38][CH2:39][C:40]2[CH:45]=[CH:44][CH:43]=[CH:42][CH:41]=2)=[O:37])[C@@H:30]2[C@@H:26]([OH:25])[CH2:27][O:28][C@H:29]12)=[O:10])([CH3:13])([CH3:14])[CH3:15], predict the reactants needed to synthesize it. The reactants are: [C:9](O[C:9]([O:11][C:12]([CH3:15])([CH3:14])[CH3:13])=[O:10])([O:11][C:12]([CH3:15])([CH3:14])[CH3:13])=[O:10].C(N(C(C)C)CC)(C)C.[OH:25][C@@H:26]1[C@H:30]2[N:31]([C:36]([O:38][CH2:39][C:40]3[CH:45]=[CH:44][CH:43]=[CH:42][CH:41]=3)=[O:37])[CH2:32][C@H:33]([NH:34][CH3:35])[C@H:29]2[O:28][CH2:27]1.